From a dataset of NCI-60 drug combinations with 297,098 pairs across 59 cell lines. Regression. Given two drug SMILES strings and cell line genomic features, predict the synergy score measuring deviation from expected non-interaction effect. (1) Drug 1: C1=CC(=C2C(=C1NCCNCCO)C(=O)C3=C(C=CC(=C3C2=O)O)O)NCCNCCO. Drug 2: CC1CCC2CC(C(=CC=CC=CC(CC(C(=O)C(C(C(=CC(C(=O)CC(OC(=O)C3CCCCN3C(=O)C(=O)C1(O2)O)C(C)CC4CCC(C(C4)OC)O)C)C)O)OC)C)C)C)OC. Cell line: 786-0. Synergy scores: CSS=67.2, Synergy_ZIP=-0.538, Synergy_Bliss=-1.06, Synergy_Loewe=4.01, Synergy_HSA=5.63. (2) Drug 1: CC12CCC(CC1=CCC3C2CCC4(C3CC=C4C5=CN=CC=C5)C)O. Drug 2: CC1=C(N=C(N=C1N)C(CC(=O)N)NCC(C(=O)N)N)C(=O)NC(C(C2=CN=CN2)OC3C(C(C(C(O3)CO)O)O)OC4C(C(C(C(O4)CO)O)OC(=O)N)O)C(=O)NC(C)C(C(C)C(=O)NC(C(C)O)C(=O)NCCC5=NC(=CS5)C6=NC(=CS6)C(=O)NCCC[S+](C)C)O. Cell line: IGROV1. Synergy scores: CSS=5.84, Synergy_ZIP=-5.09, Synergy_Bliss=-6.43, Synergy_Loewe=-8.63, Synergy_HSA=-4.27. (3) Drug 1: CC1=C(C=C(C=C1)NC2=NC=CC(=N2)N(C)C3=CC4=NN(C(=C4C=C3)C)C)S(=O)(=O)N.Cl. Drug 2: COC1=CC(=CC(=C1O)OC)C2C3C(COC3=O)C(C4=CC5=C(C=C24)OCO5)OC6C(C(C7C(O6)COC(O7)C8=CC=CS8)O)O. Cell line: NCIH23. Synergy scores: CSS=51.8, Synergy_ZIP=-3.58, Synergy_Bliss=-4.61, Synergy_Loewe=-47.4, Synergy_HSA=-4.01. (4) Drug 1: CC1C(C(CC(O1)OC2CC(CC3=C2C(=C4C(=C3O)C(=O)C5=C(C4=O)C(=CC=C5)OC)O)(C(=O)C)O)N)O.Cl. Drug 2: C1=CN(C=N1)CC(O)(P(=O)(O)O)P(=O)(O)O. Cell line: NCI/ADR-RES. Synergy scores: CSS=-1.96, Synergy_ZIP=-0.372, Synergy_Bliss=-2.61, Synergy_Loewe=-4.03, Synergy_HSA=-4.26. (5) Drug 1: C1CC(=O)NC(=O)C1N2CC3=C(C2=O)C=CC=C3N. Drug 2: CC12CCC3C(C1CCC2=O)CC(=C)C4=CC(=O)C=CC34C. Cell line: SK-MEL-5. Synergy scores: CSS=17.0, Synergy_ZIP=3.58, Synergy_Bliss=1.07, Synergy_Loewe=-31.0, Synergy_HSA=0.731. (6) Drug 1: C1C(C(OC1N2C=C(C(=O)NC2=O)F)CO)O. Drug 2: C1CN(P(=O)(OC1)NCCCl)CCCl. Cell line: NCIH23. Synergy scores: CSS=2.83, Synergy_ZIP=-5.97, Synergy_Bliss=-6.86, Synergy_Loewe=-7.26, Synergy_HSA=-4.34. (7) Drug 1: CC(CN1CC(=O)NC(=O)C1)N2CC(=O)NC(=O)C2. Drug 2: C1C(C(OC1N2C=NC3=C(N=C(N=C32)Cl)N)CO)O. Cell line: HS 578T. Synergy scores: CSS=8.37, Synergy_ZIP=-2.08, Synergy_Bliss=0.675, Synergy_Loewe=-1.49, Synergy_HSA=-1.50.